From a dataset of Full USPTO retrosynthesis dataset with 1.9M reactions from patents (1976-2016). Predict the reactants needed to synthesize the given product. (1) Given the product [OH:20][B:19]1[CH2:18][CH:12]=[CH:11][CH:2]([CH2:3][C:4]([O:6][C:7]([CH3:8])([CH3:10])[CH3:9])=[O:5])[O:1]1, predict the reactants needed to synthesize it. The reactants are: [OH:1][CH:2]([CH:11]=[CH2:12])[CH2:3][C:4]([O:6][C:7]([CH3:10])([CH3:9])[CH3:8])=[O:5].C(C(C(C)C)=C[CH2:18][B:19]([O-])[O-:20])(C)C. (2) Given the product [F:5][C:6]1[CH:7]=[C:8]2[C:9](=[CH:10][CH:11]=1)[O:12][C:13](=[O:18])[CH2:14][C:15]2([CH3:16])[CH3:17], predict the reactants needed to synthesize it. The reactants are: [Cl-].[Cl-].[Cl-].[Al+3].[F:5][C:6]1[CH:11]=[CH:10][C:9]([O:12][C:13](=[O:18])[CH:14]=[C:15]([CH3:17])[CH3:16])=[CH:8][CH:7]=1. (3) Given the product [Br:1][C:2]1[CH:3]=[CH:4][C:5]2[CH:6]([CH:16]3[CH2:22][CH:21]4[NH:23][CH:18]([CH2:19][CH2:20]4)[CH2:17]3)[C:7]3[C:12]([O:13][C:14]=2[CH:15]=1)=[CH:11][CH:10]=[CH:9][CH:8]=3, predict the reactants needed to synthesize it. The reactants are: [Br:1][C:2]1[CH:3]=[CH:4][C:5]2[C:6](=[C:16]3[CH2:22][CH:21]4[NH:23][CH:18]([CH2:19][CH2:20]4)[CH2:17]3)[C:7]3[C:12]([O:13][C:14]=2[CH:15]=1)=[CH:11][CH:10]=[CH:9][CH:8]=3.C(N(CC)C(C1C=CC2C(=C3CC4NC(CC4)C3)C3C(OC=2C=1)=CC=CC=3)=O)C.